From a dataset of Forward reaction prediction with 1.9M reactions from USPTO patents (1976-2016). Predict the product of the given reaction. Given the reactants [CH2:1]([O:8][C:9]([N:11]1[CH2:16][CH2:15][C:14]2([CH2:21][CH2:20][C:19](=[O:22])[CH:18]=[CH:17]2)[CH2:13][CH2:12]1)=[O:10])[C:2]1[CH:7]=[CH:6][CH:5]=[CH:4][CH:3]=1.[CH3:23][N:24]([CH:26](N(C)C)N(C)C)[CH3:25], predict the reaction product. The product is: [CH3:23][N:24]([CH:26]=[C:20]1[CH2:21][C:14]2([CH2:13][CH2:12][N:11]([C:9]([O:8][CH2:1][C:2]3[CH:7]=[CH:6][CH:5]=[CH:4][CH:3]=3)=[O:10])[CH2:16][CH2:15]2)[CH:17]=[CH:18][C:19]1=[O:22])[CH3:25].